Task: Regression/Classification. Given a drug SMILES string, predict its absorption, distribution, metabolism, or excretion properties. Task type varies by dataset: regression for continuous measurements (e.g., permeability, clearance, half-life) or binary classification for categorical outcomes (e.g., BBB penetration, CYP inhibition). Dataset: cyp2d6_veith.. Dataset: CYP2D6 inhibition data for predicting drug metabolism from PubChem BioAssay (1) The compound is Cc1ccc(OC(=O)c2cccc(C(=O)Oc3ccc(C)cn3)n2)nc1. The result is 0 (non-inhibitor). (2) The result is 1 (inhibitor). The drug is Oc1ccc(CCNCc2cc3c(cc2Br)OCO3)cc1. (3) The drug is COC(=O)c1ccc2ccn(CC(=O)NC3CCCCC3)c2c1. The result is 0 (non-inhibitor). (4) The compound is CC1=C(CC[C@H](C)CO)O[C@@H]2C[C@@H]3[C@H]4CC[C@H]5C[C@@H](O)CC[C@]5(C)[C@@H]4CC(=O)[C@@]3(C)[C@@H]12. The result is 0 (non-inhibitor).